Predict which catalyst facilitates the given reaction. From a dataset of Catalyst prediction with 721,799 reactions and 888 catalyst types from USPTO. (1) Reactant: O(C)[Na].Br.Br.[NH:6]1[CH2:11][CH2:10][CH:9]([NH:12][C:13]2[NH:17][C:16]3[CH:18]=[CH:19][CH:20]=[CH:21][C:15]=3[N:14]=2)[CH2:8][CH2:7]1.[C:22](O[C:22]([O:24][C:25]([CH3:28])([CH3:27])[CH3:26])=[O:23])([O:24][C:25]([CH3:28])([CH3:27])[CH3:26])=[O:23]. Product: [NH:17]1[C:16]2[CH:18]=[CH:19][CH:20]=[CH:21][C:15]=2[N:14]=[C:13]1[NH:12][CH:9]1[CH2:8][CH2:7][N:6]([C:22]([O:24][C:25]([CH3:28])([CH3:27])[CH3:26])=[O:23])[CH2:11][CH2:10]1. The catalyst class is: 5. (2) Reactant: C(N(CC)CC)C.[CH3:8][N:9]([CH3:38])[CH2:10][CH2:11][CH2:12][NH:13][C:14]1[N:19]=[CH:18][C:17]([C:20]#[C:21][C:22]2[CH:23]=[C:24]([NH:28][C:29](=[O:37])OC3C=CC=CC=3)[CH:25]=[CH:26][CH:27]=2)=[CH:16][N:15]=1.[NH2:39][C:40]1[CH:45]=[CH:44][CH:43]=[CH:42][CH:41]=1. Product: [CH3:38][N:9]([CH3:8])[CH2:10][CH2:11][CH2:12][NH:13][C:14]1[N:15]=[CH:16][C:17]([C:20]#[C:21][C:22]2[CH:23]=[C:24]([NH:28][C:29]([NH:39][C:40]3[CH:45]=[CH:44][CH:43]=[CH:42][CH:41]=3)=[O:37])[CH:25]=[CH:26][CH:27]=2)=[CH:18][N:19]=1. The catalyst class is: 1. (3) Reactant: [CH2:1]([CH:7]([CH2:10][CH2:11][CH2:12][CH2:13][CH2:14][CH2:15][CH2:16][CH3:17])[CH2:8]Cl)[CH2:2][CH2:3][CH2:4][CH2:5][CH3:6].[I-:18].[Na+]. Product: [CH2:1]([CH:7]([CH2:10][CH2:11][CH2:12][CH2:13][CH2:14][CH2:15][CH2:16][CH3:17])[CH2:8][I:18])[CH2:2][CH2:3][CH2:4][CH2:5][CH3:6]. The catalyst class is: 21. (4) The catalyst class is: 10. Product: [Cl:16][C:17]1[N:21]([C:9]([O:11][C:12]([CH3:13])([CH3:14])[CH3:15])=[O:10])[C:20]2[CH:22]=[CH:23][C:24]([O:26][CH3:27])=[CH:25][C:19]=2[N:18]=1. Reactant: [C:12]([O:11][C:9](O[C:9]([O:11][C:12]([CH3:15])([CH3:14])[CH3:13])=[O:10])=[O:10])([CH3:15])([CH3:14])[CH3:13].[Cl:16][C:17]1[NH:21][C:20]2[CH:22]=[CH:23][C:24]([O:26][CH3:27])=[CH:25][C:19]=2[N:18]=1.CN(C1C=CC=CN=1)C. (5) The catalyst class is: 2. Product: [CH2:15]([O:14][C:12](=[O:13])[CH:17]=[CH:8][C:7]1[CH:10]=[CH:11][C:4]([N+:1]([O-:3])=[O:2])=[CH:5][CH:6]=1)[CH3:16]. Reactant: [N+:1]([C:4]1[CH:11]=[CH:10][C:7]([CH:8]=O)=[CH:6][CH:5]=1)([O-:3])=[O:2].[C:12]([CH:17]=P(C1C=CC=CC=1)(C1C=CC=CC=1)C1C=CC=CC=1)([O:14][CH2:15][CH3:16])=[O:13].C1(P(=O)(C2C=CC=CC=2)C2C=CC=CC=2)C=CC=CC=1. (6) Reactant: [F:1][C:2]1[C:10]([O:11][CH3:12])=[CH:9][CH:8]=[CH:7][C:3]=1[C:4]([OH:6])=[O:5].[Br:13]Br. Product: [Br:13][C:7]1[C:3]([C:4]([OH:6])=[O:5])=[C:2]([F:1])[C:10]([O:11][CH3:12])=[CH:9][CH:8]=1. The catalyst class is: 86. (7) Reactant: [CH3:1][O:2][N:3]=[C:4]([CH2:6][CH2:7][C:8]1[C:13]([Cl:14])=[CH:12][C:11]([Cl:15])=[CH:10][C:9]=1[Cl:16])[CH3:5].C([BH3-])#N.[Na+]. Product: [CH3:1][O:2][NH:3][CH:4]([CH3:5])[CH2:6][CH2:7][C:8]1[C:9]([Cl:16])=[CH:10][C:11]([Cl:15])=[CH:12][C:13]=1[Cl:14]. The catalyst class is: 15. (8) Product: [C:1]([C:5]1[CH:6]=[CH:7][C:8]([O:11][CH2:15][C:14]([CH3:16])=[CH2:13])=[CH:9][CH:10]=1)([CH3:4])([CH3:2])[CH3:3]. The catalyst class is: 9. Reactant: [C:1]([C:5]1[CH:10]=[CH:9][C:8]([OH:11])=[CH:7][CH:6]=1)([CH3:4])([CH3:3])[CH3:2].Br[CH2:13][C:14]([CH3:16])=[CH2:15].C(=O)([O-])[O-].[K+].[K+]. (9) The catalyst class is: 1. Product: [I-:1].[CH3:3][C:4]1[O:5][CH2:6][C:7]([CH3:10])([CH3:9])[N+:8]=1[CH3:2]. Reactant: [I:1][CH3:2].[CH3:3][C:4]1[O:5][CH2:6][C:7]([CH3:10])([CH3:9])[N:8]=1.O.